Dataset: Full USPTO retrosynthesis dataset with 1.9M reactions from patents (1976-2016). Task: Predict the reactants needed to synthesize the given product. (1) Given the product [C:30]([O:29][C:28]([NH:27][O:26][C:13]([O:11][CH2:10][CH2:9][O:8][Si:1]([C:4]([CH3:6])([CH3:7])[CH3:5])([CH3:3])[CH3:2])=[O:12])=[O:34])([CH3:33])([CH3:32])[CH3:31], predict the reactants needed to synthesize it. The reactants are: [Si:1]([O:8][CH2:9][CH2:10][OH:11])([C:4]([CH3:7])([CH3:6])[CH3:5])([CH3:3])[CH3:2].[O:12]=[C:13](Cl)OC(Cl)(Cl)Cl.N1C=CC=CC=1.[OH:26][NH:27][C:28](=[O:34])[O:29][C:30]([CH3:33])([CH3:32])[CH3:31]. (2) Given the product [CH3:2][O:3][C:4](=[O:23])/[CH:5]=[CH:6]/[C:7]1[CH:8]=[C:9]2[C:19](=[CH:20][CH:21]=1)[O:18][C:12]1([CH2:17][CH2:16][CH2:15][N:14]([CH2:28][C:29]3[CH:34]=[CH:33][CH:32]=[CH:31][CH:30]=3)[CH2:13]1)[CH2:11][C:10]2=[O:22], predict the reactants needed to synthesize it. The reactants are: Cl.[CH3:2][O:3][C:4](=[O:23])/[CH:5]=[CH:6]/[C:7]1[CH:8]=[C:9]2[C:19](=[CH:20][CH:21]=1)[O:18][C:12]1([CH2:17][CH2:16][CH2:15][NH:14][CH2:13]1)[CH2:11][C:10]2=[O:22].CC(O)=O.[CH:28](=O)[C:29]1[CH:34]=[CH:33][CH:32]=[CH:31][CH:30]=1.[BH-](OC(C)=O)(OC(C)=O)OC(C)=O.[Na+]. (3) Given the product [CH2:1]([NH:8][C:9]1[C:14]2=[C:15]([C:18]3[CH:23]=[CH:22][CH:21]=[CH:20][CH:19]=3)[CH:16]=[CH:17][N:13]2[N:12]=[C:11]([C:24]([OH:30])=[O:37])[N:10]=1)[C:2]1[CH:7]=[CH:6][CH:5]=[CH:4][CH:3]=1, predict the reactants needed to synthesize it. The reactants are: [CH2:1]([NH:8][C:9]1[C:14]2=[C:15]([C:18]3[CH:23]=[CH:22][CH:21]=[CH:20][CH:19]=3)[CH:16]=[CH:17][N:13]2[N:12]=[C:11]([C:24]#N)[N:10]=1)[C:2]1[CH:7]=[CH:6][CH:5]=[CH:4][CH:3]=1.C([OH:30])(C)(C)C.CC(C)([O-])C.[K+].[OH2:37]. (4) Given the product [C:17]([O:16][C:14]([NH:2][CH2:3][C:4]1[CH:5]=[CH:6][C:7]([F:13])=[C:8]([B:10]([OH:12])[OH:11])[CH:9]=1)=[O:15])([CH3:20])([CH3:19])[CH3:18], predict the reactants needed to synthesize it. The reactants are: Cl.[NH2:2][CH2:3][C:4]1[CH:5]=[CH:6][C:7]([F:13])=[C:8]([B:10]([OH:12])[OH:11])[CH:9]=1.[C:14](O[C:14]([O:16][C:17]([CH3:20])([CH3:19])[CH3:18])=[O:15])([O:16][C:17]([CH3:20])([CH3:19])[CH3:18])=[O:15].C(N(CC)CC)C.O. (5) Given the product [CH3:50][N:49]([CH3:53])[CH2:48][CH:11]([F:7])[CH2:12][CH:13]1[CH2:18][CH2:17][N:16]([C:19]2[CH:28]=[C:27]([C:29]([NH:31][CH2:32][C@H:33]3[CH2:38][CH2:37][C@H:36]([CH2:39][NH:40][C:41](=[O:47])[O:42][C:43]([CH3:46])([CH3:45])[CH3:44])[CH2:35][CH2:34]3)=[O:30])[C:26]3[C:21](=[CH:22][CH:23]=[CH:24][CH:25]=3)[N:20]=2)[CH2:15][CH2:14]1, predict the reactants needed to synthesize it. The reactants are: C(N(S(F)(F)[F:7])CC)C.O[CH:11]([CH2:48][N:49]1[CH2:53]CC[CH2:50]1)[CH2:12][CH:13]1[CH2:18][CH2:17][N:16]([C:19]2[CH:28]=[C:27]([C:29]([NH:31][CH2:32][C@H:33]3[CH2:38][CH2:37][C@H:36]([CH2:39][NH:40][C:41](=[O:47])[O:42][C:43]([CH3:46])([CH3:45])[CH3:44])[CH2:35][CH2:34]3)=[O:30])[C:26]3[C:21](=[CH:22][CH:23]=[CH:24][CH:25]=3)[N:20]=2)[CH2:15][CH2:14]1.CCOC(C)=O.C([O-])(O)=O.[Na+].